This data is from NCI-60 drug combinations with 297,098 pairs across 59 cell lines. The task is: Regression. Given two drug SMILES strings and cell line genomic features, predict the synergy score measuring deviation from expected non-interaction effect. (1) Drug 1: CC12CCC(CC1=CCC3C2CCC4(C3CC=C4C5=CN=CC=C5)C)O. Drug 2: CC1C(C(CC(O1)OC2CC(CC3=C2C(=C4C(=C3O)C(=O)C5=C(C4=O)C(=CC=C5)OC)O)(C(=O)CO)O)N)O.Cl. Cell line: SNB-75. Synergy scores: CSS=56.0, Synergy_ZIP=4.76, Synergy_Bliss=7.83, Synergy_Loewe=-22.1, Synergy_HSA=7.71. (2) Drug 1: C1=CC=C(C=C1)NC(=O)CCCCCCC(=O)NO. Drug 2: C1CNP(=O)(OC1)N(CCCl)CCCl. Cell line: UACC-257. Synergy scores: CSS=20.9, Synergy_ZIP=-5.80, Synergy_Bliss=-2.33, Synergy_Loewe=-28.7, Synergy_HSA=-3.54. (3) Cell line: NCI-H522. Synergy scores: CSS=0.350, Synergy_ZIP=0.369, Synergy_Bliss=2.73, Synergy_Loewe=2.49, Synergy_HSA=1.22. Drug 2: C1C(C(OC1N2C=NC3=C2NC=NCC3O)CO)O. Drug 1: C1CC(=O)NC(=O)C1N2C(=O)C3=CC=CC=C3C2=O. (4) Drug 1: CC1C(C(CC(O1)OC2CC(CC3=C2C(=C4C(=C3O)C(=O)C5=C(C4=O)C(=CC=C5)OC)O)(C(=O)C)O)N)O.Cl. Drug 2: C1C(C(OC1N2C=C(C(=O)NC2=O)F)CO)O. Cell line: PC-3. Synergy scores: CSS=51.1, Synergy_ZIP=9.20, Synergy_Bliss=7.37, Synergy_Loewe=6.90, Synergy_HSA=10.6. (5) Drug 1: CN(C)C1=NC(=NC(=N1)N(C)C)N(C)C. Drug 2: CC1C(C(CC(O1)OC2CC(CC3=C2C(=C4C(=C3O)C(=O)C5=C(C4=O)C(=CC=C5)OC)O)(C(=O)CO)O)N)O.Cl. Cell line: A549. Synergy scores: CSS=39.3, Synergy_ZIP=0.0807, Synergy_Bliss=-2.51, Synergy_Loewe=-21.9, Synergy_HSA=-0.362. (6) Drug 1: CN(C)N=NC1=C(NC=N1)C(=O)N. Drug 2: C1=NC2=C(N1)C(=S)N=C(N2)N. Cell line: OVCAR-4. Synergy scores: CSS=37.9, Synergy_ZIP=-11.6, Synergy_Bliss=-3.75, Synergy_Loewe=-9.39, Synergy_HSA=-1.50. (7) Drug 1: C1CC(C1)(C(=O)O)C(=O)O.[NH2-].[NH2-].[Pt+2]. Drug 2: COCCOC1=C(C=C2C(=C1)C(=NC=N2)NC3=CC=CC(=C3)C#C)OCCOC. Cell line: NCI-H460. Synergy scores: CSS=52.1, Synergy_ZIP=-0.264, Synergy_Bliss=0.640, Synergy_Loewe=2.44, Synergy_HSA=5.01. (8) Drug 1: CCCS(=O)(=O)NC1=C(C(=C(C=C1)F)C(=O)C2=CNC3=C2C=C(C=N3)C4=CC=C(C=C4)Cl)F. Drug 2: CC12CCC3C(C1CCC2O)C(CC4=C3C=CC(=C4)O)CCCCCCCCCS(=O)CCCC(C(F)(F)F)(F)F. Cell line: NCI-H460. Synergy scores: CSS=-4.69, Synergy_ZIP=0.989, Synergy_Bliss=-3.54, Synergy_Loewe=-5.24, Synergy_HSA=-5.29. (9) Drug 1: CC1=CC2C(CCC3(C2CCC3(C(=O)C)OC(=O)C)C)C4(C1=CC(=O)CC4)C. Drug 2: CC1=C(C=C(C=C1)NC(=O)C2=CC=C(C=C2)CN3CCN(CC3)C)NC4=NC=CC(=N4)C5=CN=CC=C5. Cell line: MOLT-4. Synergy scores: CSS=12.0, Synergy_ZIP=-3.10, Synergy_Bliss=2.92, Synergy_Loewe=3.36, Synergy_HSA=3.70. (10) Cell line: MCF7. Synergy scores: CSS=26.5, Synergy_ZIP=-0.576, Synergy_Bliss=3.47, Synergy_Loewe=2.46, Synergy_HSA=3.32. Drug 1: C1=C(C(=O)NC(=O)N1)N(CCCl)CCCl. Drug 2: CCN(CC)CCNC(=O)C1=C(NC(=C1C)C=C2C3=C(C=CC(=C3)F)NC2=O)C.